Dataset: Catalyst prediction with 721,799 reactions and 888 catalyst types from USPTO. Task: Predict which catalyst facilitates the given reaction. Reactant: [Br:1][C:2]1[CH:3]=[CH:4][C:5]([C:9]([OH:11])=[O:10])=[N:6][C:7]=1Cl.[CH3:12][CH:13]([CH3:16])[CH2:14][SH:15].C(=O)([O-])[O-].[Cs+].[Cs+]. Product: [Br:1][C:2]1[CH:3]=[CH:4][C:5]([C:9]([OH:11])=[O:10])=[N:6][C:7]=1[S:15][CH2:14][CH:13]([CH3:16])[CH3:12]. The catalyst class is: 16.